Dataset: Catalyst prediction with 721,799 reactions and 888 catalyst types from USPTO. Task: Predict which catalyst facilitates the given reaction. (1) Reactant: [CH:1]1([C:5]2[C:6]([O:14][CH2:15][C:16]([F:19])([F:18])[F:17])=[CH:7][C:8]([C:11]([OH:13])=O)=[N:9][CH:10]=2)[CH2:4][CH2:3][CH2:2]1.CCN(C(C)C)C(C)C.CN(C(ON1N=NC2C=CC=CC1=2)=[N+](C)C)C.[B-](F)(F)(F)F.[CH3:51][C:52]1[O:56][N:55]=[C:54]([C:57]([NH2:64])([CH3:63])[CH2:58][S:59]([CH3:62])(=[O:61])=[O:60])[N:53]=1.Br. Product: [CH:1]1([C:5]2[C:6]([O:14][CH2:15][C:16]([F:19])([F:18])[F:17])=[CH:7][C:8]([C:11]([NH:64][C:57]([CH3:63])([C:54]3[N:53]=[C:52]([CH3:51])[O:56][N:55]=3)[CH2:58][S:59]([CH3:62])(=[O:61])=[O:60])=[O:13])=[N:9][CH:10]=2)[CH2:2][CH2:3][CH2:4]1. The catalyst class is: 3. (2) Reactant: [NH2:1][C:2]1[CH:7]=[C:6]([Cl:8])[CH:5]=[CH:4][C:3]=1[OH:9].[Cl:10][CH2:11][C:12](Cl)=[O:13]. Product: [Cl:10][CH2:11][C:12]([NH:1][C:2]1[CH:7]=[C:6]([Cl:8])[CH:5]=[CH:4][C:3]=1[OH:9])=[O:13]. The catalyst class is: 202. (3) Reactant: [CH:1]([C:3]1[S:7][C:6]([N:8]2[CH2:12][CH2:11][CH2:10][C@H:9]2[C:13]([O:15]C(C)(C)C)=[O:14])=[N:5][CH:4]=1)=[O:2].Cl.CCOCC. Product: [CH:1]([C:3]1[S:7][C:6]([N:8]2[CH2:12][CH2:11][CH2:10][C@H:9]2[C:13]([OH:15])=[O:14])=[N:5][CH:4]=1)=[O:2]. The catalyst class is: 2. (4) Reactant: [CH3:1][O:2][C:3]1[CH:20]=[CH:19][C:18]2[C@@H:17]3[C@H:8]([C:9]4[C@@:13]([CH2:15][CH2:16]3)([CH3:14])[C@@H:12]([OH:21])[CH2:11][CH:10]=4)[C@H:7]([CH3:22])[CH2:6][C:5]=2[CH:4]=1.I[CH2:24]I.C([Zn]CC)C.[Cl-].[NH4+]. Product: [CH3:1][O:2][C:3]1[CH:20]=[CH:19][C:18]2[C@@H:17]3[C@H:8]([C@@:9]45[CH2:24][C@@H:10]4[CH2:11][C@H:12]([OH:21])[C@:13]5([CH2:15][CH2:16]3)[CH3:14])[C@H:7]([CH3:22])[CH2:6][C:5]=2[CH:4]=1. The catalyst class is: 665. (5) Reactant: [CH3:1][S:2]([N:5]1[C:9]2=[N:10][CH:11]=[CH:12][CH:13]=[C:8]2[C:7](C=O)=[CH:6]1)(=[O:4])=[O:3].ClC1C=CC=C(C(OO)=[O:24])C=1. Product: [CH3:1][S:2]([N:5]1[C:9]2=[N:10][CH:11]=[CH:12][CH:13]=[C:8]2[C:7](=[O:24])[CH2:6]1)(=[O:4])=[O:3]. The catalyst class is: 4. (6) Reactant: [OH:1][C:2]1[C:7]([CH3:8])=[C:6]([CH3:9])[C:5]([OH:10])=[CH:4][C:3]=1[C:11](=[O:13])[CH3:12].[O:14]1[CH:19]=[CH:18][CH2:17][CH2:16][CH2:15]1.C1(C)C=CC(S([O-])(=O)=O)=CC=1.[NH+]1C=CC=CC=1. Product: [OH:1][C:2]1[C:7]([CH3:8])=[C:6]([CH3:9])[C:5]([O:10][CH:15]2[CH2:16][CH2:17][CH2:18][CH2:19][O:14]2)=[CH:4][C:3]=1[C:11](=[O:13])[CH3:12]. The catalyst class is: 4. (7) Reactant: [OH:1][C@H:2]1[C@H:7]([CH2:8][NH:9][CH2:10][C:11]2[CH:16]=[CH:15][CH:14]=[CH:13][CH:12]=2)[CH2:6][CH2:5][N:4]([C:17]([O:19][C:20]([CH3:23])([CH3:22])[CH3:21])=[O:18])[CH2:3]1.[CH:24](=O)[C:25]1[CH:30]=[CH:29][CH:28]=[CH:27][CH:26]=1.S1C=CC=C1. Product: [C:11]1([CH2:10][N:9]([CH2:8][C@@H:7]2[CH2:6][CH2:5][N:4]([C:17]([O:19][C:20]([CH3:23])([CH3:22])[CH3:21])=[O:18])[CH2:3][C@H:2]2[OH:1])[CH2:24][C:25]2[CH:30]=[CH:29][CH:28]=[CH:27][CH:26]=2)[CH:16]=[CH:15][CH:14]=[CH:13][CH:12]=1. The catalyst class is: 43. (8) Reactant: [CH3:1][C:2]1[N:3]=[C:4]([C:7]2[CH:8]=[C:9]([OH:13])[CH:10]=[CH:11][CH:12]=2)[O:5][CH:6]=1.[Cl:14][C:15]1[CH:16]=[C:17]([N+:22]([O-:24])=[O:23])[CH:18]=[CH:19][C:20]=1F.C(=O)([O-])[O-].[K+].[K+]. Product: [Cl:14][C:15]1[CH:16]=[C:17]([N+:22]([O-:24])=[O:23])[CH:18]=[CH:19][C:20]=1[O:13][C:9]1[CH:8]=[C:7]([C:4]2[O:5][CH:6]=[C:2]([CH3:1])[N:3]=2)[CH:12]=[CH:11][CH:10]=1. The catalyst class is: 9. (9) Reactant: [NH:1]1[C:9]2[C:4](=[CH:5][CH:6]=[CH:7][CH:8]=2)[C:3]2([CH2:13][O:12][C:11]3[CH:14]=[C:15]4[C:19](=[CH:20][C:10]2=3)[CH2:18][CH2:17][O:16]4)[C:2]1=[O:21].Br[CH2:23][CH:24]1[CH2:29][CH2:28][CH2:27][CH2:26][O:25]1.C(=O)([O-])[O-].[Cs+].[Cs+]. Product: [O:25]1[CH2:26][CH2:27][CH2:28][CH2:29][CH:24]1[CH2:23][N:1]1[C:9]2[C:4](=[CH:5][CH:6]=[CH:7][CH:8]=2)[C:3]2([CH2:13][O:12][C:11]3[CH:14]=[C:15]4[C:19](=[CH:20][C:10]2=3)[CH2:18][CH2:17][O:16]4)[C:2]1=[O:21]. The catalyst class is: 131. (10) Reactant: [Cl:1][C:2]1[CH:7]=[C:6]([C:8]([F:11])([F:10])[F:9])[CH:5]=[CH:4][C:3]=1[N:12]1[C:21]2[C:16](=[CH:17][C:18]([S:22]([N:25](CC3C=CC(OC)=CC=3OC)[C:26]3[S:30][N:29]=[CH:28][N:27]=3)(=[O:24])=[O:23])=[CH:19][CH:20]=2)[N:15]([CH3:42])[CH2:14][CH2:13]1.C(O)(C(F)(F)F)=O. Product: [Cl:1][C:2]1[CH:7]=[C:6]([C:8]([F:9])([F:11])[F:10])[CH:5]=[CH:4][C:3]=1[N:12]1[C:21]2[C:16](=[CH:17][C:18]([S:22]([NH:25][C:26]3[S:30][N:29]=[CH:28][N:27]=3)(=[O:23])=[O:24])=[CH:19][CH:20]=2)[N:15]([CH3:42])[CH2:14][CH2:13]1. The catalyst class is: 2.